From a dataset of Peptide-MHC class I binding affinity with 185,985 pairs from IEDB/IMGT. Regression. Given a peptide amino acid sequence and an MHC pseudo amino acid sequence, predict their binding affinity value. This is MHC class I binding data. (1) The MHC is HLA-A31:01 with pseudo-sequence HLA-A31:01. The peptide sequence is GTDNSVVLSR. The binding affinity (normalized) is 0.0847. (2) The peptide sequence is IPKRNRSIL. The MHC is HLA-B58:01 with pseudo-sequence HLA-B58:01. The binding affinity (normalized) is 0.0847. (3) The peptide sequence is LIKFISDNKK. The MHC is HLA-A11:01 with pseudo-sequence HLA-A11:01. The binding affinity (normalized) is 0.361. (4) The peptide sequence is KLQPSDTLL. The binding affinity (normalized) is 0.0847. The MHC is HLA-B57:01 with pseudo-sequence HLA-B57:01. (5) The peptide sequence is KYFDDVTAF. The MHC is HLA-B15:09 with pseudo-sequence HLA-B15:09. The binding affinity (normalized) is 0.0847. (6) The peptide sequence is AYAKAAAAF. The MHC is HLA-A01:01 with pseudo-sequence HLA-A01:01. The binding affinity (normalized) is 0.149.